This data is from Human liver microsome stability data. The task is: Regression/Classification. Given a drug SMILES string, predict its absorption, distribution, metabolism, or excretion properties. Task type varies by dataset: regression for continuous measurements (e.g., permeability, clearance, half-life) or binary classification for categorical outcomes (e.g., BBB penetration, CYP inhibition). Dataset: hlm. (1) The molecule is CC(=O)O[C@H]1C[C@H]2[C@@H]([C@H](OC(C)=O)C[C@@H]3C[C@H](NS(C)(=O)=O)CC[C@@]32C)[C@@H]2CC[C@H]([C@H](C)CCCN(C)CCCNc3ccnc4cc(Cl)ccc34)[C@@]12C. The result is 1 (stable in human liver microsomes). (2) The drug is C=C[C@@H]1C[C@]1(NC(=O)[C@@H]1C[C@]2(OC)CN1C(=O)[C@H](C(C)(C)C)NC(=O)OCCCCCOc1ccc3ccc2cc3c1)C(=O)NS(=O)(=O)C1CC1. The result is 1 (stable in human liver microsomes). (3) The result is 0 (unstable in human liver microsomes). The drug is [2H]C([2H])([2H])c1nnc(C(C)C)n1[C@@H]1C[C@H]2CC[C@@H](C1)N2C([2H])([2H])C[C@H](NC(=O)C1CCC(F)(F)CC1)c1ccccc1. (4) The drug is O=c1n(Cc2nc3ccccc3n2CCCCO)c2cnccc2n1C(F)F. The result is 0 (unstable in human liver microsomes). (5) The molecule is CCCN(C)c1nn(CCC(C)C)c(=O)c(C2=NS(=O)(=O)c3cc(NS(C)(=O)=O)ccc3N2)c1O. The result is 1 (stable in human liver microsomes). (6) The compound is COc1cc2c(N3CCN(C(=O)Nc4ccc(OC(C)C)cc4)CC3)ncnc2cc1OCCCN1CCCCC1. The result is 0 (unstable in human liver microsomes). (7) The molecule is CN(C)CCOc1cc(-c2cn[nH]c2)c(F)cc1NC(=O)[C@H]1Cc2ccccc2CN1CC1CC1. The result is 1 (stable in human liver microsomes). (8) The compound is C=C(C)[C@@H]1CC[C@]2(CNCCCN3CCCCC3)CC[C@]3(C)[C@H](CC[C@@H]4[C@@]5(C)CC=C(c6ccc(C(=O)O)cc6)C(C)(C)[C@@H]5CC[C@]43C)[C@@H]12. The result is 0 (unstable in human liver microsomes). (9) The compound is Cc1cc(Nc2ccc(C(F)(F)F)cc2)n2ccnc2n1. The result is 0 (unstable in human liver microsomes).